Dataset: Catalyst prediction with 721,799 reactions and 888 catalyst types from USPTO. Task: Predict which catalyst facilitates the given reaction. (1) Reactant: [NH2:1][C:2]1[C:7]([F:8])=[CH:6][C:5]([C:9]2[CH:14]=[CH:13][C:12]([C:15]([F:18])([F:17])[F:16])=[CH:11][CH:10]=2)=[CH:4][C:3]=1/[CH:19]=[CH:20]/[C:21]([O:23]CC)=O.[H][H]. Product: [F:8][C:7]1[CH:6]=[C:5]([C:9]2[CH:14]=[CH:13][C:12]([C:15]([F:18])([F:17])[F:16])=[CH:11][CH:10]=2)[CH:4]=[C:3]2[C:2]=1[NH:1][C:21](=[O:23])[CH2:20][CH2:19]2. The catalyst class is: 29. (2) Reactant: [OH:1][CH2:2][CH2:3][NH:4][NH2:5].O=[C:7]([CH2:13][C:14](=O)[CH3:15])[C:8]([O:10][CH2:11][CH3:12])=[O:9].C(N1C(CC)=CC(C(O)=O)=N1)C. Product: [OH:1][CH2:2][CH2:3][N:4]1[C:14]([CH3:15])=[CH:13][C:7]([C:8]([O:10][CH2:11][CH3:12])=[O:9])=[N:5]1. The catalyst class is: 2. (3) Reactant: [F:1][C:2]1[C:7]([C:8]([OH:10])=[O:9])=[C:6]([CH3:11])[C:5]([N+:12]([O-:14])=[O:13])=[CH:4][CH:3]=1.OS(O)(=O)=O.[Br:20]N1C(C)(C)C(=O)N(Br)C1=O. Product: [Br:20][C:3]1[C:2]([F:1])=[C:7]([C:6]([CH3:11])=[C:5]([N+:12]([O-:14])=[O:13])[CH:4]=1)[C:8]([OH:10])=[O:9]. The catalyst class is: 6. (4) Reactant: Cl.[C:2]1([N:11]2[CH2:15][CH2:14][C@H:13]([NH2:16])[CH2:12]2)[C:3]2[N:4]([CH:8]=[CH:9][CH:10]=2)[CH:5]=[CH:6][N:7]=1.[C:17]1([N:23]2[CH:27]=[N:26][C:25]([C:28](O)=[O:29])=[N:24]2)[CH:22]=[CH:21][CH:20]=[CH:19][CH:18]=1.C(N(CC)C(C)C)C.CN(C(ON1N=NC2C=CC=NC1=2)=[N+](C)C)C.F[P-](F)(F)(F)(F)F. Product: [C:17]1([N:23]2[CH:27]=[N:26][C:25]([C:28]([NH:16][C@H:13]3[CH2:14][CH2:15][N:11]([C:2]4[C:3]5[N:4]([CH:8]=[CH:9][CH:10]=5)[CH:5]=[CH:6][N:7]=4)[CH2:12]3)=[O:29])=[N:24]2)[CH:18]=[CH:19][CH:20]=[CH:21][CH:22]=1. The catalyst class is: 39. (5) Reactant: [Cl:1][C:2]1[N:7]=[CH:6][C:5]([CH2:8][OH:9])=[CH:4][CH:3]=1.C(N(CC)CC)C.[CH3:17][S:18](Cl)(=[O:20])=[O:19]. Product: [CH3:17][S:18]([O:9][CH2:8][C:5]1[CH:6]=[N:7][C:2]([Cl:1])=[CH:3][CH:4]=1)(=[O:20])=[O:19]. The catalyst class is: 4. (6) Reactant: ClC(Cl)(Cl)C([C:5]1[N:9]2[C:10]([CH2:14][N:15]([C:27](OC(C)(C)C)=[O:28])[CH2:16][CH2:17][CH2:18][NH:19][S:20]([C:23]([F:26])([F:25])[F:24])(=[O:22])=[O:21])=[CH:11][CH:12]=[CH:13][C:8]2=[N:7][CH:6]=1)=O.I[Si](C)(C)C.C(=O)([O-])O.[Na+].C(OCC)(=O)C. Product: [F:25][C:23]([F:24])([F:26])[S:20]([NH:19][CH2:18][CH2:17][CH2:16][N:15]1[CH2:14][C:10]2[N:9]3[C:5](=[CH:6][N:7]=[C:8]3[CH:13]=[CH:12][CH:11]=2)[C:27]1=[O:28])(=[O:21])=[O:22]. The catalyst class is: 22. (7) Reactant: [CH2:1]([NH:5][C:6](=[O:26])[CH2:7][C@H:8]([OH:25])[C@@H:9]([NH:17]C(=O)OC(C)(C)C)[CH2:10][CH:11]1[CH2:16][CH2:15][CH2:14][CH2:13][CH2:12]1)[CH2:2][CH2:3][CH3:4]. Product: [NH2:17][C@@H:9]([CH2:10][CH:11]1[CH2:12][CH2:13][CH2:14][CH2:15][CH2:16]1)[C@@H:8]([OH:25])[CH2:7][C:6]([NH:5][CH2:1][CH2:2][CH2:3][CH3:4])=[O:26]. The catalyst class is: 89. (8) Reactant: [C:1]([O:5][C:6]([N:8]1[CH2:13][C:12]([C:14]2[CH:19]=[C:18]([O:20][CH3:21])[CH:17]=[C:16]([O:22][CH3:23])[CH:15]=2)=[CH:11][CH2:10][CH2:9]1)=[O:7])([CH3:4])([CH3:3])[CH3:2].C(OC(N1C=C(C2C=C(OC)C=C(OC)C=2)CCC1)=O)(C)(C)C. Product: [C:1]([O:5][C:6]([N:8]1[CH2:9][CH2:10][CH2:11][CH:12]([C:14]2[CH:15]=[C:16]([O:22][CH3:23])[CH:17]=[C:18]([O:20][CH3:21])[CH:19]=2)[CH2:13]1)=[O:7])([CH3:4])([CH3:3])[CH3:2]. The catalyst class is: 153. (9) Reactant: [CH3:1][O:2][C:3]1[CH:8]=[C:7]([N+:9]([O-])=O)[CH:6]=[CH:5][C:4]=1[NH:12][C:13]([NH:15][C:16]1[CH:21]=[N:20][CH:19]=[CH:18][N:17]=1)=[O:14]. Product: [NH2:9][C:7]1[CH:6]=[CH:5][C:4]([NH:12][C:13]([NH:15][C:16]2[CH:21]=[N:20][CH:19]=[CH:18][N:17]=2)=[O:14])=[C:3]([O:2][CH3:1])[CH:8]=1. The catalyst class is: 394. (10) Reactant: [Br:1][C:2]1[CH:3]=[C:4]([CH3:9])[CH:5]=[C:6]([Cl:8])[CH:7]=1.C1C(=O)N([Br:17])C(=O)C1.CC(N=NC(C#N)(C)C)(C#N)C.ClCCl. Product: [Br:1][C:2]1[CH:7]=[C:6]([Cl:8])[CH:5]=[C:4]([CH2:9][Br:17])[CH:3]=1. The catalyst class is: 53.